Predict the reactants needed to synthesize the given product. From a dataset of Full USPTO retrosynthesis dataset with 1.9M reactions from patents (1976-2016). (1) Given the product [F:18][C:15]1[CH:14]=[CH:13][C:12]([C@H:9]2[N:8]([S:19]([C:22]3[CH:23]=[CH:24][C:25]([CH3:28])=[CH:26][CH:27]=3)(=[O:21])=[O:20])[C@@H:7]([CH2:6][CH2:5][CH2:4][CH2:3][OH:2])[CH2:11][CH2:10]2)=[CH:17][CH:16]=1, predict the reactants needed to synthesize it. The reactants are: C[O:2][C:3](=O)[CH2:4][CH2:5][CH2:6][C@H:7]1[CH2:11][CH2:10][C@@H:9]([C:12]2[CH:17]=[CH:16][C:15]([F:18])=[CH:14][CH:13]=2)[N:8]1[S:19]([C:22]1[CH:27]=[CH:26][C:25]([CH3:28])=[CH:24][CH:23]=1)(=[O:21])=[O:20].[H-].[Al+3].[Li+].[H-].[H-].[H-]. (2) Given the product [CH2:27]([O:26][C:24]([NH:23][C@H:20]1[CH2:21][CH2:22][N:18]([C@H:5]2[CH2:4][CH2:3][C@@H:2]([NH:1][CH2:36][C:35]#[N:38])[CH2:7][C@H:6]2[NH:8][C:9](=[O:17])[O:10][CH2:11][CH2:12][Si:13]([CH3:16])([CH3:15])[CH3:14])[C:19]1=[O:34])=[O:25])[C:28]1[CH:33]=[CH:32][CH:31]=[CH:30][CH:29]=1, predict the reactants needed to synthesize it. The reactants are: [NH2:1][C@H:2]1[CH2:7][C@@H:6]([NH:8][C:9](=[O:17])[O:10][CH2:11][CH2:12][Si:13]([CH3:16])([CH3:15])[CH3:14])[C@@H:5]([N:18]2[CH2:22][CH2:21][C@H:20]([NH:23][C:24]([O:26][CH2:27][C:28]3[CH:33]=[CH:32][CH:31]=[CH:30][CH:29]=3)=[O:25])[C:19]2=[O:34])[CH2:4][CH2:3]1.[CH:35]([N:38](C(C)C)CC)(C)[CH3:36].BrCC#N. (3) Given the product [Cl:1][C:2]1[C:3]([O:12][C:13]2[CH:18]=[C:17]([O:19][CH2:20][CH2:21][C:22]([OH:25])([CH3:24])[CH3:23])[CH:16]=[CH:15][C:14]=2/[CH:26]=[CH:27]/[C:28]([OH:30])=[O:29])=[N:4][CH:5]=[C:6]([C:8]([F:9])([F:11])[F:10])[CH:7]=1, predict the reactants needed to synthesize it. The reactants are: [Cl:1][C:2]1[C:3]([O:12][C:13]2[CH:18]=[C:17]([O:19][CH2:20][CH2:21][C:22]([OH:25])([CH3:24])[CH3:23])[CH:16]=[CH:15][C:14]=2/[CH:26]=[CH:27]/[C:28]([O:30]CC)=[O:29])=[N:4][CH:5]=[C:6]([C:8]([F:11])([F:10])[F:9])[CH:7]=1.[OH-].[Na+].Cl. (4) Given the product [ClH:61].[F:39][C:38]1[C:10]([S:7]([NH:6][C:40]2[CH:45]=[CH:44][CH:43]=[C:42]([F:46])[N:41]=2)(=[O:8])=[O:9])=[CH:11][C:12]2[O:16][C:15](=[O:17])[N:14]([CH2:18][C:19]3[CH:20]=[CH:21][CH:22]=[C:23]4[C:28]=3[CH2:27][NH:26][CH2:25][CH:24]4[F:36])[C:13]=2[CH:37]=1, predict the reactants needed to synthesize it. The reactants are: COC1C=C(OC)C=CC=1C[N:6]([C:40]1[CH:45]=[CH:44][CH:43]=[C:42]([F:46])[N:41]=1)[S:7]([C:10]1[C:38]([F:39])=[CH:37][C:13]2[N:14]([CH2:18][C:19]3[CH:20]=[CH:21][CH:22]=[C:23]4[C:28]=3[CH2:27][N:26](C(OC(C)(C)C)=O)[CH2:25][CH:24]4[F:36])[C:15](=[O:17])[O:16][C:12]=2[CH:11]=1)(=[O:9])=[O:8].C(O)(C(F)(F)F)=O.C(Cl)[Cl:61]. (5) Given the product [CH3:1][C@@H:2]1[CH2:6][CH2:5][CH2:4][N:3]1[CH2:7][CH2:8][CH2:9][O:10][C:11]1[CH:16]=[CH:15][C:14]([C:17]2[S:18][C:19]3[CH2:20][N:21]([C:26](=[O:32])[CH2:27][C:28]([NH2:33])=[O:30])[CH2:22][CH2:23][C:24]=3[N:25]=2)=[CH:13][CH:12]=1, predict the reactants needed to synthesize it. The reactants are: [CH3:1][C@@H:2]1[CH2:6][CH2:5][CH2:4][N:3]1[CH2:7][CH2:8][CH2:9][O:10][C:11]1[CH:16]=[CH:15][C:14]([C:17]2[S:18][C:19]3[CH2:20][N:21]([C:26](=[O:32])[CH2:27][C:28]([O:30]C)=O)[CH2:22][CH2:23][C:24]=3[N:25]=2)=[CH:13][CH:12]=1.[NH3:33]. (6) Given the product [NH2:28][C:23]1[CH:22]=[C:21]([O:36][CH3:37])[C:20]([C:18]([NH:17][CH2:16][CH2:15][O:14][CH2:13][CH2:12][O:11][CH2:10][CH2:9][OH:8])=[O:19])=[C:25]([O:26][CH3:27])[CH:24]=1, predict the reactants needed to synthesize it. The reactants are: C(O)(C(F)(F)F)=O.[OH:8][CH2:9][CH2:10][O:11][CH2:12][CH2:13][O:14][CH2:15][CH2:16][NH:17][C:18]([C:20]1[C:25]([O:26][CH3:27])=[CH:24][C:23]([NH:28]C(=O)OC(C)(C)C)=[CH:22][C:21]=1[O:36][CH3:37])=[O:19]. (7) Given the product [CH3:1][N:2]([CH3:19])[C:3]1[N:7]([CH2:8][C:9]2[CH:14]=[CH:13][CH:12]=[CH:11][C:10]=2[F:15])[N:6]=[C:5]([C:16]#[N:18])[CH:4]=1, predict the reactants needed to synthesize it. The reactants are: [CH3:1][N:2]([CH3:19])[C:3]1[N:7]([CH2:8][C:9]2[CH:14]=[CH:13][CH:12]=[CH:11][C:10]=2[F:15])[N:6]=[C:5]([C:16]([NH2:18])=O)[CH:4]=1.N1C=CC=CC=1.FC(F)(F)C(OC(=O)C(F)(F)F)=O. (8) The reactants are: C1(P(C2C=CC=CC=2)C2C=CC=CC=2)C=CC=CC=1.[CH2:20]([C:22]1[C:26]([CH2:27][OH:28])=[C:25]([CH3:29])[O:24][N:23]=1)[CH3:21].O[C:31]1[CH:36]=[CH:35][C:34]([CH2:37][C:38]([NH:40][CH:41]([C:49]2[CH:54]=[CH:53][CH:52]=[CH:51][CH:50]=2)[C:42]2[CH:47]=[CH:46][CH:45]=[CH:44][C:43]=2[CH3:48])=[O:39])=[CH:33][CH:32]=1.CC(OC(/N=N/C(OC(C)C)=O)=O)C. Given the product [CH2:20]([C:22]1[C:26]([CH2:27][O:28][C:31]2[CH:32]=[CH:33][C:34]([CH2:37][C:38]([NH:40][CH:41]([C:49]3[CH:54]=[CH:53][CH:52]=[CH:51][CH:50]=3)[C:42]3[CH:47]=[CH:46][CH:45]=[CH:44][C:43]=3[CH3:48])=[O:39])=[CH:35][CH:36]=2)=[C:25]([CH3:29])[O:24][N:23]=1)[CH3:21], predict the reactants needed to synthesize it.